From a dataset of Forward reaction prediction with 1.9M reactions from USPTO patents (1976-2016). Predict the product of the given reaction. Given the reactants [F:1][C:2]1[CH:7]=[CH:6][C:5]([S:8](Cl)(=[O:10])=[O:9])=[C:4]([CH2:12][N:13]([CH3:20])[C:14](=[O:19])[C:15]([F:18])([F:17])[F:16])[CH:3]=1.[NH2:21][C:22]1[C:31]([C:32]([O:34][CH3:35])=[O:33])=[C:30]2[C:25]([CH:26]3[CH2:36][CH:27]3[CH2:28][O:29]2)=[CH:24][CH:23]=1, predict the reaction product. The product is: [F:1][C:2]1[CH:7]=[CH:6][C:5]([S:8]([NH:21][C:22]2[C:31]([C:32]([O:34][CH3:35])=[O:33])=[C:30]3[C:25]([CH:26]4[CH2:36][CH:27]4[CH2:28][O:29]3)=[CH:24][CH:23]=2)(=[O:10])=[O:9])=[C:4]([CH2:12][N:13]([CH3:20])[C:14](=[O:19])[C:15]([F:18])([F:17])[F:16])[CH:3]=1.